From a dataset of Tyrosyl-DNA phosphodiesterase HTS with 341,365 compounds. Binary Classification. Given a drug SMILES string, predict its activity (active/inactive) in a high-throughput screening assay against a specified biological target. (1) The compound is Clc1c(c(NC(=S)N2CCc3c(C2)cc(OC)c(OC)c3)ccc1)C. The result is 0 (inactive). (2) The compound is Clc1ccc(SCCNC(=S)Nc2c(cccc2C)C)cc1. The result is 0 (inactive). (3) The molecule is O=c1n(CC(=O)NCC(OCC)=O)cnc2n(nnc12)c1ccc(cc1)C. The result is 0 (inactive). (4) The drug is S(CCC(NC(OC(C)(C)C)=O)c1oc(SCc2ccc(F)cc2)nn1)C. The result is 0 (inactive).